Dataset: Peptide-MHC class II binding affinity with 134,281 pairs from IEDB. Task: Regression. Given a peptide amino acid sequence and an MHC pseudo amino acid sequence, predict their binding affinity value. This is MHC class II binding data. (1) The peptide sequence is HGRQIRMAKLLTRDPE. The MHC is DRB1_0401 with pseudo-sequence DRB1_0401. The binding affinity (normalized) is 0.225. (2) The peptide sequence is LLILRAIPKGIRDKGAK. The MHC is DRB1_0301 with pseudo-sequence DRB1_0301. The binding affinity (normalized) is 0.0745.